Dataset: Full USPTO retrosynthesis dataset with 1.9M reactions from patents (1976-2016). Task: Predict the reactants needed to synthesize the given product. (1) Given the product [CH3:55][N:50]1[C:51]2[C:47](=[C:46]([C:4]3[CH:3]=[N:2][NH:1][CH:5]=3)[CH:54]=[CH:53][CH:52]=2)[C:48]2([C:80]3[C:71](=[CH:72][C:73]4[O:78][CH2:77][CH2:76][O:75][C:74]=4[CH:79]=3)[O:70][CH2:69]2)[C:49]1=[O:68], predict the reactants needed to synthesize it. The reactants are: [NH:1]1[CH:5]=[C:4](B(O)O)[CH:3]=[N:2]1.N1C2C(=CC=CC=2)C=C(B(O)O)C=1.BrC1C=CC=C2C=1C1(C3=CC4OCOC=4C=C3OC1)C(=O)N2C.Br[C:46]1[CH:54]=[CH:53][CH:52]=[C:51]2[C:47]=1[C:48]1([C:80]3[C:71](=[CH:72][C:73]4[O:78][CH2:77][CH2:76][O:75][C:74]=4[CH:79]=3)[O:70][CH2:69]1)[C:49](=[O:68])[N:50]2[CH:55](C1C=CC=CC=1)C1C=CC=CC=1. (2) Given the product [CH2:18]([O:11][C:4]1[CH:5]=[C:6]([O:9][CH3:10])[CH:7]=[CH:8][C:3]=1[CH2:1][CH3:2])[C:19]1[CH:24]=[CH:23][CH:22]=[CH:21][CH:20]=1, predict the reactants needed to synthesize it. The reactants are: [CH2:1]([C:3]1[CH:8]=[CH:7][C:6]([O:9][CH3:10])=[CH:5][C:4]=1[OH:11])[CH3:2].C(=O)([O-])[O-].[K+].[K+].[CH2:18](Br)[C:19]1[CH:24]=[CH:23][CH:22]=[CH:21][CH:20]=1. (3) Given the product [Cl:1][C:2]1[N:7]=[C:6]([NH:13][C:12]2[CH:14]=[CH:15][C:16]([F:17])=[C:10]([Cl:9])[CH:11]=2)[CH:5]=[CH:4][N:3]=1, predict the reactants needed to synthesize it. The reactants are: [Cl:1][C:2]1[N:7]=[C:6](Cl)[CH:5]=[CH:4][N:3]=1.[Cl:9][C:10]1[CH:11]=[C:12]([CH:14]=[CH:15][C:16]=1[F:17])[NH2:13].C(N(C(C)C)CC)(C)C. (4) Given the product [F:30][C:31]([F:36])([F:35])[C:32]([OH:34])=[O:33].[C:37]1([C:43]2[CH:48]=[C:47]([CH:49]3[CH2:50][CH2:51][N:52]([C:5](=[O:7])[CH2:4][N:2]([CH3:3])[CH3:1])[CH2:53][CH2:54]3)[CH:46]=[CH:45][C:44]=2[NH:55][C:56]([C:58]2[NH:59][CH:60]=[C:61]([C:63]#[N:64])[CH:62]=2)=[O:57])[CH2:42][CH2:41][CH2:40][CH2:39][CH:38]=1, predict the reactants needed to synthesize it. The reactants are: [CH3:1][N:2]([CH2:4][C:5]([OH:7])=O)[CH3:3].C1N(P(Cl)(N2C(=O)OCC2)=O)C(=O)OC1.C(N(CC)CC)C.[F:30][C:31]([F:36])([F:35])[C:32]([OH:34])=[O:33].[C:37]1([C:43]2[CH:48]=[C:47]([CH:49]3[CH2:54][CH2:53][NH:52][CH2:51][CH2:50]3)[CH:46]=[CH:45][C:44]=2[NH:55][C:56]([C:58]2[NH:59][CH:60]=[C:61]([C:63]#[N:64])[CH:62]=2)=[O:57])[CH2:42][CH2:41][CH2:40][CH2:39][CH:38]=1.